Dataset: Forward reaction prediction with 1.9M reactions from USPTO patents (1976-2016). Task: Predict the product of the given reaction. (1) Given the reactants C(C(CCCC)C(O)CC(O)=O)C=C.[OH:15][C:16]([CH3:27])([CH:22]([CH3:26])[CH2:23][CH:24]=[CH2:25])[CH2:17][C:18]([O:20]C)=[O:19], predict the reaction product. The product is: [OH:15][C:16]([CH3:27])([CH:22]([CH3:26])[CH2:23][CH:24]=[CH2:25])[CH2:17][C:18]([OH:20])=[O:19]. (2) Given the reactants Cl[C:2]1[N:3]=[C:4]([N:25]2[CH2:30][CH2:29][O:28][CH2:27][CH2:26]2)[C:5]2[S:10][C:9]([C:11]3([OH:24])[CH2:16][CH2:15][N:14]([C:17]([O:19][C:20]([CH3:23])([CH3:22])[CH3:21])=[O:18])[CH2:13][CH2:12]3)=[CH:8][C:6]=2[N:7]=1.CC1(C)C(C)(C)OB([C:39]2[CH:40]=[N:41][C:42]([NH2:45])=[N:43][CH:44]=2)O1, predict the reaction product. The product is: [NH2:45][C:42]1[N:43]=[CH:44][C:39]([C:2]2[N:3]=[C:4]([N:25]3[CH2:30][CH2:29][O:28][CH2:27][CH2:26]3)[C:5]3[S:10][C:9]([C:11]4([OH:24])[CH2:16][CH2:15][N:14]([C:17]([O:19][C:20]([CH3:23])([CH3:22])[CH3:21])=[O:18])[CH2:13][CH2:12]4)=[CH:8][C:6]=3[N:7]=2)=[CH:40][N:41]=1.